From a dataset of Reaction yield outcomes from USPTO patents with 853,638 reactions. Predict the reaction yield, written as a fraction of the theoretical maximum amount of product (1.0 means a 100% yield; for example, 0.34 means a 34% yield). (1) The reactants are [CH:1]1[CH2:6][CH2:5][CH:4]=[CH:3][CH:2]=1.[CH3:7][CH2:8][CH2:9][CH2:10][SnH:11]([CH2:16][CH2:17][CH2:18][CH3:19])[CH2:12][CH2:13][CH2:14][CH3:15]. The catalyst is C1C=CC=CC=1.C1C=CC([P]([Pd]([P](C2C=CC=CC=2)(C2C=CC=CC=2)C2C=CC=CC=2)([P](C2C=CC=CC=2)(C2C=CC=CC=2)C2C=CC=CC=2)[P](C2C=CC=CC=2)(C2C=CC=CC=2)C2C=CC=CC=2)(C2C=CC=CC=2)C2C=CC=CC=2)=CC=1. The product is [C:2]1([Sn:11]([CH2:12][CH2:13][CH2:14][CH3:15])([CH2:16][CH2:17][CH2:18][CH3:19])[CH2:10][CH2:9][CH2:8][CH3:7])[CH2:1][CH2:6][CH2:5][CH2:4][CH:3]=1. The yield is 0.786. (2) The yield is 0.680. The catalyst is CN(C)C=O.C1C=CC(P(C2C=CC=CC=2)[C-]2C=CC=C2)=CC=1.C1C=CC(P(C2C=CC=CC=2)[C-]2C=CC=C2)=CC=1.Cl[Pd]Cl.[Fe+2]. The product is [O:32]1[C:36]2[CH:37]=[CH:38][CH:39]=[CH:40][C:35]=2[CH:34]=[C:33]1[C:2]1[CH:23]=[CH:22][C:5]([C:6]([NH:8][S:9]([C:12]2[CH:17]=[CH:16][CH:15]=[CH:14][C:13]=2[S:18](=[O:20])(=[O:21])[NH2:19])(=[O:10])=[O:11])=[O:7])=[CH:4][C:3]=1[O:24][CH2:25][CH2:26][C:27]([O:30][CH3:31])([CH3:29])[CH3:28]. The reactants are Br[C:2]1[CH:23]=[CH:22][C:5]([C:6]([NH:8][S:9]([C:12]2[CH:17]=[CH:16][CH:15]=[CH:14][C:13]=2[S:18](=[O:21])(=[O:20])[NH2:19])(=[O:11])=[O:10])=[O:7])=[CH:4][C:3]=1[O:24][CH2:25][CH2:26][C:27]([O:30][CH3:31])([CH3:29])[CH3:28].[O:32]1[C:36]2[CH:37]=[CH:38][CH:39]=[CH:40][C:35]=2[CH:34]=[C:33]1B(O)O.C(=O)([O-])[O-].[Na+].[Na+]. (3) The reactants are [CH2:1]([C:3]1([OH:13])[CH:10]2[CH2:11][CH:6]3[CH2:7][CH:8]([CH2:12][CH:4]1[CH2:5]3)[CH2:9]2)[CH3:2].C(N(CC)CC)C.[C:21](Cl)(=[O:24])[CH:22]=[CH2:23]. The catalyst is CC(CC(C)C)=O. The product is [C:21]([O:13][C:3]1([CH2:1][CH3:2])[CH:4]2[CH2:12][CH:8]3[CH2:7][CH:6]([CH2:11][CH:10]1[CH2:9]3)[CH2:5]2)(=[O:24])[CH:22]=[CH2:23]. The yield is 0.800. (4) The reactants are I[C:2]1[CH:7]=[CH:6][CH:5]=[CH:4][C:3]=1[O:8][CH3:9].[CH2:10](N(CC)CC)[CH3:11]. The catalyst is CN(C)C=O. The product is [C:10]([C:2]1[CH:7]=[CH:6][CH:5]=[CH:4][C:3]=1[O:8][CH3:9])#[CH:11]. The yield is 0.510. (5) The reactants are [CH3:1][O:2][C:3](=[O:13])[CH2:4][C:5]1[CH:10]=[CH:9][C:8]([S:11][CH3:12])=[CH:7][CH:6]=1.[Br:14]Br. The catalyst is C(Cl)(Cl)(Cl)Cl. The product is [CH3:1][O:2][C:3](=[O:13])[CH2:4][C:5]1[CH:10]=[CH:9][C:8]([S:11][CH3:12])=[C:7]([Br:14])[CH:6]=1. The yield is 0.850. (6) The catalyst is ClCCl. The yield is 0.950. The product is [CH:11]1([CH2:16][CH2:17][O:18][S:2](=[O:3])(=[O:4])[NH2:5])[CH2:15][CH2:14][CH2:13][CH2:12]1. The reactants are Cl[S:2]([N:5]=C=O)(=[O:4])=[O:3].C(O)=O.[CH:11]1([CH2:16][CH2:17][OH:18])[CH2:15][CH2:14][CH2:13][CH2:12]1.N1C=CC=CC=1. (7) The reactants are [CH:1]1[C:9]2[C:8]3[CH:10]=[CH:11][CH:12]=[CH:13][C:7]=3[S:6][C:5]=2[C:4](B(O)O)=[CH:3][CH:2]=1.Br[C:18]1[CH:19]=[C:20]([Si:24]([C:37]2[CH:42]=[CH:41][CH:40]=[C:39]([Br:43])[CH:38]=2)([C:31]2[CH:36]=[CH:35][CH:34]=[CH:33][CH:32]=2)[C:25]2[CH:30]=[CH:29][CH:28]=[CH:27][CH:26]=2)[CH:21]=[CH:22][CH:23]=1.C(=O)([O-])[O-].[K+].[K+]. The catalyst is C1(C)C=CC=CC=1.O.C1C=CC([P]([Pd]([P](C2C=CC=CC=2)(C2C=CC=CC=2)C2C=CC=CC=2)([P](C2C=CC=CC=2)(C2C=CC=CC=2)C2C=CC=CC=2)[P](C2C=CC=CC=2)(C2C=CC=CC=2)C2C=CC=CC=2)(C2C=CC=CC=2)C2C=CC=CC=2)=CC=1. The product is [Br:43][C:39]1[CH:38]=[C:37]([Si:24]([C:31]2[CH:32]=[CH:33][CH:34]=[C:35]([C:4]3[C:5]4[S:6][C:7]5[CH:13]=[CH:12][CH:11]=[CH:10][C:8]=5[C:9]=4[CH:1]=[CH:2][CH:3]=3)[CH:36]=2)([C:20]2[CH:19]=[CH:18][CH:23]=[CH:22][CH:21]=2)[C:25]2[CH:30]=[CH:29][CH:28]=[CH:27][CH:26]=2)[CH:42]=[CH:41][CH:40]=1. The yield is 0.620. (8) The reactants are Cl.[NH:2]1[CH2:6][CH2:5][CH:4]([C:7]([O:9][CH3:10])=[O:8])[CH2:3]1.C([O-])([O-])=O.[K+].[K+].C1COCC1.O.[C:23](Cl)(=[O:32])[O:24][CH2:25][C:26]1[CH:31]=[CH:30][CH:29]=[CH:28][CH:27]=1. The catalyst is CCOCC. The product is [N:2]1([C:23]([O:24][CH2:25][C:26]2[CH:31]=[CH:30][CH:29]=[CH:28][CH:27]=2)=[O:32])[CH2:6][CH2:5][CH:4]([C:7]([O:9][CH3:10])=[O:8])[CH2:3]1. The yield is 0.540.